Dataset: Full USPTO retrosynthesis dataset with 1.9M reactions from patents (1976-2016). Task: Predict the reactants needed to synthesize the given product. The reactants are: [CH2:1]([N:8]([CH2:26][CH2:27][C:28]1[CH:33]=[CH:32][C:31](Br)=[CH:30][CH:29]=1)[CH2:9][C@H:10]([O:18][Si:19]([C:22]([CH3:25])([CH3:24])[CH3:23])([CH3:21])[CH3:20])[C:11]1[CH:16]=[CH:15][CH:14]=[C:13]([Cl:17])[CH:12]=1)[C:2]1[CH:7]=[CH:6][CH:5]=[CH:4][CH:3]=1.C([Li])CCC.[Si:40]([O:47][C:48]1[CH:55]=[CH:54][C:51]([CH:52]=[O:53])=[CH:50][CH:49]=1)([C:43]([CH3:46])([CH3:45])[CH3:44])([CH3:42])[CH3:41]. Given the product [CH2:1]([N:8]([CH2:26][CH2:27][C:28]1[CH:33]=[CH:32][C:31]([CH:52]([C:51]2[CH:50]=[CH:49][C:48]([O:47][Si:40]([C:43]([CH3:46])([CH3:45])[CH3:44])([CH3:41])[CH3:42])=[CH:55][CH:54]=2)[OH:53])=[CH:30][CH:29]=1)[CH2:9][C@H:10]([O:18][Si:19]([C:22]([CH3:25])([CH3:24])[CH3:23])([CH3:21])[CH3:20])[C:11]1[CH:16]=[CH:15][CH:14]=[C:13]([Cl:17])[CH:12]=1)[C:2]1[CH:7]=[CH:6][CH:5]=[CH:4][CH:3]=1, predict the reactants needed to synthesize it.